Dataset: Experimentally validated miRNA-target interactions with 360,000+ pairs, plus equal number of negative samples. Task: Binary Classification. Given a miRNA mature sequence and a target amino acid sequence, predict their likelihood of interaction. (1) The miRNA is mmu-miR-196b-5p with sequence UAGGUAGUUUCCUGUUGUUGGG. The protein sequence of the target gene is MALTQGPLKFMDVAIEFSQEEWKCLDPAQRTLYRDVMLENYRNLVSLGICLPDLSVTSMLEQKRDPWTLQSEEKIANDPDGRECIKGVNTERSSKLGSNAGNKPCKNQLGFTFQLHLSDLQLFQAERKISGCKHFEKPVSDNSSVSPLEKISSSVKSHLLNKYRNNFDHAPLLPQEQKAHIREKAYKCNEHGQVFRASASLTNQVIHNADNPYKCSECGKVFSCSSKLVIHRRMHTGEKPYKCHECGKLFSSNSNLSQHQRIHTGEKPYKCHECDKVFRSSSKLAQHQRIHTGEKPYKCH.... Result: 0 (no interaction). (2) The miRNA is hsa-miR-20b-5p with sequence CAAAGUGCUCAUAGUGCAGGUAG. The protein sequence of the target gene is MEKYERIRVVGRGAFGIVHLCLRKADQKLVIIKQIPVEQMTKEERQAAQNECQVLKLLNHPNVIEYYENFLEDKALMIAMEYAPGGTLAEFIQKRCNSLLEEETILHFFVQILLALHHVHTHLILHRDLKTQNILLDKHRMVVKIGDFGISKILSSKSKAYTVVGTPCYISPELCEGKPYNQKSDIWALGCVLYELASLKRAFEAANLPALVLKIMSGTFAPISDRYSPELRQLVLSLLSLEPAQRPPLSHIMAQPLCIRALLNLHTDVGSVRMRRAEKSVAPSNTGSRTTSVRCRGIPR.... Result: 1 (interaction). (3) The miRNA is hsa-miR-125b-5p with sequence UCCCUGAGACCCUAACUUGUGA. The protein sequence of the target gene is MRALAVLSVTLVMACTEAFFPFISRGKELLWGKPEESRVSSVLEESKRLVDTAMYATMQRNLKKRGILSPAQLLSFSKLPEPTSGVIARAAEIMETSIQAMKRKVNLKTQQSQHPTDALSEDLLSIIANMSGCLPYMLPPKCPNTCLANKYRPITGACNNRDHPRWGASNTALARWLPPVYEDGFSQPRGWNPGFLYNGFPLPPVREVTRHVIQVSNEVVTDDDRYSDLLMAWGQYIDHDIAFTPQSTSKAAFGGGADCQMTCENQNPCFPIQLPEEARPAAGTACLPFYRSSAACGTGD.... Result: 0 (no interaction). (4) The protein sequence of the target gene is MECALLLACAFPAAGSGPPRGLAGLGRVAKALQLCCLCCASVAAALASDSSSGASGLNDDYVFVTPVEVDSAGSYISHDILHNGRKKRSAQNARSSLHYRFSAFGQELHLELKPSAILSSHFIVQVLGKDGASETQKPEVQQCFYQGFIRNDSSSSVAVSTCAGLSGLIRTRKNEFLISPLPQLLAQEHNYSSPAGHHPHVLYKRTAEEKIQRYRGYPGSGRNYPGYSPSHIPHASQSRETEYHHRRLQKQHFCGRRKKYAPKPPTEDTYLRFDEYGSSGRPRRSAGKSQKGLNVETLVV.... The miRNA is mmu-miR-151-3p with sequence CUAGACUGAGGCUCCUUGAGG. Result: 0 (no interaction). (5) The miRNA is mmu-miR-1251-5p with sequence ACUCUAGCUGCCAAAGGCGCU. The protein sequence of the target gene is MMGCWILNEGLSTILVLSWLGINFYLFIDTFYWYEEEESFHYTRVILGSTLAWARASALCLNFNCMLILIPVSRNLISFIRGTSICCRGPWRRQLDKNLRFHKLVAYGIAVNATIHIVAHFFNLERYHWSQSEEAQGLLAALSKLGNTPNESYLNPVRTFPTNTTTELLRTIAGVTGLVISLALVLIMTSSTEFIRQASYELFWYTHHVFIVFFLSLAIHGTGRIVRGQTQDSLSLHNITFCRDRYAEWQTVAQCPVPQFSGKEPSAWKWILGPVVLYACERIIRFWRFQQEVVITKVVS.... Result: 0 (no interaction). (6) The miRNA is hsa-miR-92b-3p with sequence UAUUGCACUCGUCCCGGCCUCC. The protein sequence of the target gene is MEEEDESRGKTEESGEDRGDGPPDRDPTLSPSAFILRAIQQAVGSSLQGDLPNDKDGSRCHGLRWRRCRSPRSEPRSQESGGTDTATVLDMATDSFLAGLVSVLDPPDTWVPSRLDLRPGESEDMLELVAEVRIGDRDPIPLPVPSLLPRLRAWRTGKTVSPQSNSSRPTCARHLTLGTGDGGPAPPPAPSSASSSPSPSPSSSSPSPPPPPPPPAPPAPPAPRFDIYDPFHPTDEAYSPPPAPEQKYDPFEPTGSNPSSSAGTPSPEEEEEEEEEEEEEEEDEEEEEGLSQSISRISET.... Result: 1 (interaction).